Dataset: Peptide-MHC class I binding affinity with 185,985 pairs from IEDB/IMGT. Task: Regression. Given a peptide amino acid sequence and an MHC pseudo amino acid sequence, predict their binding affinity value. This is MHC class I binding data. (1) The peptide sequence is EVEDYGFGV. The MHC is HLA-A68:02 with pseudo-sequence HLA-A68:02. The binding affinity (normalized) is 0.820. (2) The peptide sequence is FLTSVINRV. The MHC is HLA-A02:02 with pseudo-sequence HLA-A02:02. The binding affinity (normalized) is 0.977. (3) The peptide sequence is FSDARLAKL. The MHC is HLA-A30:01 with pseudo-sequence HLA-A30:01. The binding affinity (normalized) is 0.0847. (4) The peptide sequence is QLAKLMATL. The MHC is HLA-A02:03 with pseudo-sequence HLA-A02:03. The binding affinity (normalized) is 0.903. (5) The peptide sequence is LAYVVIGIL. The MHC is HLA-B51:01 with pseudo-sequence HLA-B51:01. The binding affinity (normalized) is 0.335. (6) The binding affinity (normalized) is 0. The peptide sequence is LAIDMSHFIK. The MHC is Mamu-A2201 with pseudo-sequence Mamu-A2201. (7) The peptide sequence is VEGEGLHRL. The MHC is HLA-B40:01 with pseudo-sequence HLA-B40:01. The binding affinity (normalized) is 0.353. (8) The peptide sequence is GLKISLCGI. The MHC is HLA-B27:03 with pseudo-sequence HLA-B27:03. The binding affinity (normalized) is 0.0847. (9) The peptide sequence is YSEESPTEY. The MHC is HLA-A32:01 with pseudo-sequence HLA-A32:01. The binding affinity (normalized) is 0. (10) The peptide sequence is MFLARAIVF. The binding affinity (normalized) is 0. The MHC is HLA-A01:01 with pseudo-sequence HLA-A01:01.